Dataset: Reaction yield outcomes from USPTO patents with 853,638 reactions. Task: Predict the reaction yield, written as a fraction of the theoretical maximum amount of product (1.0 means a 100% yield; for example, 0.34 means a 34% yield). (1) The reactants are [CH:1]1[C:13]2[CH:12]([CH2:14][O:15][C:16]([NH:18][C@@H:19]([CH2:23][C:24]3[C:32]4[C:27](=[CH:28][CH:29]=[CH:30][CH:31]=4)[NH:26][CH:25]=3)[C:20]([OH:22])=[O:21])=[O:17])[C:11]3[C:6](=[CH:7][CH:8]=[CH:9][CH:10]=3)[C:5]=2[CH:4]=[CH:3][CH:2]=1.I[C:34]1[CH:39]=[CH:38][C:37]([O:40][CH3:41])=[CH:36][CH:35]=1. No catalyst specified. The product is [CH:1]1[C:13]2[CH:12]([CH2:14][O:15][C:16]([NH:18][C@@H:19]([CH2:23][C:24]3[C:32]4[C:27](=[CH:28][CH:29]=[CH:30][CH:31]=4)[NH:26][C:25]=3[C:34]3[CH:39]=[CH:38][C:37]([O:40][CH3:41])=[CH:36][CH:35]=3)[C:20]([OH:22])=[O:21])=[O:17])[C:11]3[C:6](=[CH:7][CH:8]=[CH:9][CH:10]=3)[C:5]=2[CH:4]=[CH:3][CH:2]=1. The yield is 0.850. (2) The reactants are [C:1](/[C:5](=[CH:11]/[CH2:12][CH3:13])/[C:6]#[C:7][C:8](=[O:10])[CH3:9])([CH3:4])([CH3:3])[CH3:2].[H-].[Al+3].[Li+].[H-].[H-].[H-]. The catalyst is O1CCCC1. The product is [C:1](/[C:5](=[CH:11]/[CH2:12][CH3:13])/[CH:6]=[CH:7]/[CH:8]([OH:10])[CH3:9])([CH3:2])([CH3:4])[CH3:3]. The yield is 0.620. (3) The catalyst is C1COCC1.CCCCCC.O.CO. The reactants are [CH3:1][N:2]1[CH:6]=[CH:5][N:4]=[CH:3]1.C([Li])CCC.Cl[Si](CC)(CC)CC.CS([N:24]1[C:32]2[C:27](=[CH:28][C:29]([C:33](=[O:41])[C:34]3[CH:39]=[CH:38][C:37]([Cl:40])=[CH:36][CH:35]=3)=[CH:30][CH:31]=2)[C:26]([C:42]2[CH:47]=[CH:46][CH:45]=[C:44]([Cl:48])[CH:43]=2)=[CH:25]1)(=O)=O. The yield is 0.630. The product is [Cl:48][C:44]1[CH:43]=[C:42]([C:26]2[C:27]3[C:32](=[CH:31][CH:30]=[C:29]([C:33]([C:34]4[CH:39]=[CH:38][C:37]([Cl:40])=[CH:36][CH:35]=4)([OH:41])[C:6]4[N:2]([CH3:1])[CH:3]=[N:4][CH:5]=4)[CH:28]=3)[NH:24][CH:25]=2)[CH:47]=[CH:46][CH:45]=1. (4) The reactants are C([CH2:5][C:6]([NH2:8])=[O:7])C1OC1.[C:9]([NH:13][C:14]1[CH:19]=[CH:18][C:17]([N:20]2[CH2:25][CH2:24][O:23][CH2:22][CH2:21]2)=[C:16]([F:26])[CH:15]=1)([O:11]C)=O.[CH3:27][C:28](C)([O-:30])[CH3:29].[Li+]. The catalyst is C1COCC1. The product is [F:26][C:16]1[CH:15]=[C:14]([N:13]2[CH2:27][CH:28]([CH2:29][NH:8][C:6](=[O:7])[CH3:5])[O:30][C:9]2=[O:11])[CH:19]=[CH:18][C:17]=1[N:20]1[CH2:25][CH2:24][O:23][CH2:22][CH2:21]1. The yield is 0.800. (5) The reactants are [CH2:1]([C:3]1[CH:4]=[C:5]2[C:9](=[CH:10][C:11]=1[N+:12]([O-])=O)[NH:8][CH:7]=[CH:6]2)[CH3:2]. The catalyst is [Ni]. The product is [CH2:1]([C:3]1[CH:4]=[C:5]2[C:9](=[CH:10][C:11]=1[NH2:12])[NH:8][CH:7]=[CH:6]2)[CH3:2]. The yield is 0.480. (6) The reactants are [Cl:1][C:2]1[CH:7]=[CH:6][C:5]([C:8]2[CH:9]=[C:10]3[C:16]([C:17]([C:19]4[C:20]([F:33])=[C:21]([NH:26][S:27]([CH2:30][CH2:31][CH3:32])(=[O:29])=[O:28])[CH:22]=[CH:23][C:24]=4[F:25])=[O:18])=[CH:15][NH:14][C:11]3=[N:12][CH:13]=2)=[CH:4][CH:3]=1.[OH-].[K+].[C:36]([O:41][CH:42](Cl)[CH:43]([CH3:45])[CH3:44])(=[O:40])[CH:37]([CH3:39])[CH3:38]. The catalyst is CN(C=O)C. The product is [C:36]([O:41][CH:42]([N:14]1[C:11]2=[N:12][CH:13]=[C:8]([C:5]3[CH:6]=[CH:7][C:2]([Cl:1])=[CH:3][CH:4]=3)[CH:9]=[C:10]2[C:16]([C:17](=[O:18])[C:19]2[C:24]([F:25])=[CH:23][CH:22]=[C:21]([NH:26][S:27]([CH2:30][CH2:31][CH3:32])(=[O:28])=[O:29])[C:20]=2[F:33])=[CH:15]1)[CH:43]([CH3:45])[CH3:44])(=[O:40])[CH:37]([CH3:39])[CH3:38]. The yield is 0.134.